From a dataset of Catalyst prediction with 721,799 reactions and 888 catalyst types from USPTO. Predict which catalyst facilitates the given reaction. (1) Reactant: [Li+].C[Si]([N-][Si](C)(C)C)(C)C.[OH:11][C:12]1[CH:17]=[CH:16][CH:15]=[CH:14][C:13]=1[C:18](=[O:20])[CH3:19].[CH2:21]([O:23][C:24](=O)[O:25]CC)[CH3:22]. Product: [OH:11][C:12]1[CH:17]=[CH:16][CH:15]=[CH:14][C:13]=1[C:18](=[O:20])[CH2:19][C:24]([O:23][CH2:21][CH3:22])=[O:25]. The catalyst class is: 295. (2) Reactant: Cl[C:2]1[N:7]=[C:6]([N:8]2[C:12]3[CH:13]=[CH:14][CH:15]=[CH:16][C:11]=3[N:10]=[N:9]2)[CH:5]=[N:4][C:3]=1[CH3:17].[Cl:18][C:19]1[CH:24]=[C:23]([O:25][CH3:26])[C:22]([CH3:27])=[CH:21][C:20]=1B(O)O.C([O-])([O-])=O.[Na+].[Na+]. Product: [Cl:18][C:19]1[CH:24]=[C:23]([O:25][CH3:26])[C:22]([CH3:27])=[CH:21][C:20]=1[C:2]1[N:7]=[C:6]([N:8]2[C:12]3[CH:13]=[CH:14][CH:15]=[CH:16][C:11]=3[N:10]=[N:9]2)[CH:5]=[N:4][C:3]=1[CH3:17]. The catalyst class is: 11. (3) Reactant: C1(C)C=CC=CC=1.CS(O[CH2:13][C:14]1[S:15][C:16]2[CH2:17][N:18]([C:23]([O:25][C:26]([CH3:29])([CH3:28])[CH3:27])=[O:24])[CH2:19][CH2:20][C:21]=2[N:22]=1)(=O)=O.C(=O)([O-])[O-].[K+].[K+].[NH:36]1[CH2:41][CH2:40][CH2:39][CH2:38][CH2:37]1. Product: [N:36]1([CH2:13][C:14]2[S:15][C:16]3[CH2:17][N:18]([C:23]([O:25][C:26]([CH3:29])([CH3:28])[CH3:27])=[O:24])[CH2:19][CH2:20][C:21]=3[N:22]=2)[CH2:41][CH2:40][CH2:39][CH2:38][CH2:37]1. The catalyst class is: 13. (4) Reactant: [F:1][C:2]1[CH:7]=[CH:6][CH:5]=[C:4]([F:8])[N:3]=1.[CH2:9]([Li])[CH2:10][CH2:11][CH3:12].[C:14]([Cu])#[N:15].C(OC(N1C2C=CC([Cl:33])=NC=2C(CCl)=C1)=O)(C)(C)C.[NH3:36].O1C[CH2:40][CH2:39][CH2:38]1. Product: [Cl:33][C:11]1[CH:10]=[C:9]2[C:39]([CH2:40][C:7]3[C:2]([F:1])=[N:3][C:4]([F:8])=[CH:5][CH:6]=3)=[CH:38][NH:15][C:14]2=[N:36][CH:12]=1. The catalyst class is: 805. (5) Reactant: [CH:1]1([CH2:7][C@H:8]([OH:12])[C:9]([OH:11])=[O:10])[CH2:6][CH2:5][CH2:4][CH2:3][CH2:2]1.[CH3:13]OC(OC)OC.O.C1(C)C=CC(S(O)(=O)=O)=CC=1.O. Product: [CH3:13][O:10][C:9](=[O:11])[C@@H:8]([OH:12])[CH2:7][CH:1]1[CH2:6][CH2:5][CH2:4][CH2:3][CH2:2]1. The catalyst class is: 5. (6) Reactant: [CH2:1]([N:8]([CH2:13][CH2:14][C:15]#[N:16])[CH2:9][CH2:10][C:11]#[N:12])[C:2]1[CH:7]=[CH:6][CH:5]=[CH:4][CH:3]=1.[OH-].[Na+]. Product: [CH2:1]([N:8]([CH2:9][CH2:10][CH2:11][NH2:12])[CH2:13][CH2:14][CH2:15][NH2:16])[C:2]1[CH:7]=[CH:6][CH:5]=[CH:4][CH:3]=1. The catalyst class is: 470. (7) Reactant: [Cl:1][C:2]1[C:3]([O:12][C:13]2[CH:18]=[C:17]([O:19][CH:20]([CH3:22])[CH3:21])[CH:16]=[CH:15][C:14]=2[CH2:23][CH2:24][CH2:25][OH:26])=[N:4][CH:5]=[C:6]([C:8]([F:11])([F:10])[F:9])[CH:7]=1.[CH2:27]([N:34]1[CH:38]=[C:37]([CH2:39][C:40]([O:42]C)=[O:41])[C:36](O)=[N:35]1)[C:28]1[CH:33]=[CH:32][CH:31]=[CH:30][CH:29]=1.C(P(CCCC)CCCC)CCC.N(C(N1CCCCC1)=O)=NC(N1CCCCC1)=O.O1CCCC1CO.[OH-].[Na+].Cl. Product: [Cl:1][C:2]1[C:3]([O:12][C:13]2[CH:18]=[C:17]([O:19][CH:20]([CH3:21])[CH3:22])[CH:16]=[CH:15][C:14]=2[CH2:23][CH2:24][CH2:25][O:26][C:36]2[C:37]([CH2:39][C:40]([OH:42])=[O:41])=[CH:38][N:34]([CH2:27][C:28]3[CH:33]=[CH:32][CH:31]=[CH:30][CH:29]=3)[N:35]=2)=[N:4][CH:5]=[C:6]([C:8]([F:11])([F:10])[F:9])[CH:7]=1. The catalyst class is: 7. (8) Reactant: [NH2:1][C:2]1[CH:10]=[N:9][CH:8]=[CH:7][C:3]=1[C:4]([NH2:6])=[O:5].[Cl:11][CH2:12][C:13](Cl)=[O:14]. Product: [Cl:11][CH2:12][C:13]([NH:1][C:2]1[CH:10]=[N:9][CH:8]=[CH:7][C:3]=1[C:4]([NH2:6])=[O:5])=[O:14]. The catalyst class is: 1.